Dataset: Forward reaction prediction with 1.9M reactions from USPTO patents (1976-2016). Task: Predict the product of the given reaction. Given the reactants Cl[C:2]1[CH:7]=[CH:6][CH:5]=[C:4](OC)[N:3]=1.[NH:10]1[CH2:15][CH2:14][NH:13][CH2:12][CH2:11]1.CN(C)[CH:18]=[O:19], predict the reaction product. The product is: [CH3:18][O:19][C:5]1[C:4]([N:10]2[CH2:15][CH2:14][NH:13][CH2:12][CH2:11]2)=[N:3][CH:2]=[CH:7][CH:6]=1.